This data is from Catalyst prediction with 721,799 reactions and 888 catalyst types from USPTO. The task is: Predict which catalyst facilitates the given reaction. Product: [Cl:13][C:10]1[C:9]2[C:4](=[CH:5][C:6]([F:15])=[CH:7][C:8]=2[F:14])[N:3]=[C:2]([C:19]2[CH:20]=[CH:21][C:22]([CH3:23])=[C:17]([CH3:16])[CH:18]=2)[C:11]=1[CH3:12]. Reactant: Cl[C:2]1[C:11]([CH3:12])=[C:10]([Cl:13])[C:9]2[C:4](=[CH:5][C:6]([F:15])=[CH:7][C:8]=2[F:14])[N:3]=1.[CH3:16][C:17]1[CH:18]=[C:19](B(O)O)[CH:20]=[CH:21][C:22]=1[CH3:23].C(=O)([O-])[O-].[K+].[K+]. The catalyst class is: 11.